Dataset: Forward reaction prediction with 1.9M reactions from USPTO patents (1976-2016). Task: Predict the product of the given reaction. (1) Given the reactants Cl[C:2]1[C:11]2[C:6](=[CH:7][CH:8]=[C:9]([F:12])[CH:10]=2)[N:5]=[C:4]([CH2:13][CH3:14])[C:3]=1[C:15]1[CH:20]=[CH:19][CH:18]=[CH:17][CH:16]=1.CCN(C(C)C)C(C)C.[SH:30][CH2:31][CH2:32][OH:33], predict the reaction product. The product is: [CH2:13]([C:4]1[C:3]([C:15]2[CH:20]=[CH:19][CH:18]=[CH:17][CH:16]=2)=[C:2]([S:30][CH2:31][CH2:32][OH:33])[C:11]2[C:6](=[CH:7][CH:8]=[C:9]([F:12])[CH:10]=2)[N:5]=1)[CH3:14]. (2) Given the reactants Br[C:2]1[CH:3]=[C:4]2[C:9](=[CH:10][CH:11]=1)[C:8]([CH3:13])([CH3:12])[CH2:7][CH2:6][C:5]2([CH3:15])[CH3:14].[NH2:16][C:17]1[CH:24]=[CH:23][C:20]([C:21]#[N:22])=[CH:19][C:18]=1[N+:25]([O-:27])=[O:26].CC([O-])(C)C.[Na+].C(PC1C=CC=CC=1C1C=CC=CC=1)(C)(C)C, predict the reaction product. The product is: [N+:25]([C:18]1[CH:19]=[C:20]([CH:23]=[CH:24][C:17]=1[NH:16][C:2]1[CH:11]=[CH:10][C:9]2[C:8]([CH3:13])([CH3:12])[CH2:7][CH2:6][C:5]([CH3:15])([CH3:14])[C:4]=2[CH:3]=1)[C:21]#[N:22])([O-:27])=[O:26]. (3) The product is: [C:2]1([NH:1][CH2:9][Si:10]([O:13][CH3:14])([O:11][CH3:12])[CH3:15])[CH:7]=[CH:6][CH:5]=[CH:4][CH:3]=1. Given the reactants [NH2:1][C:2]1[CH:7]=[CH:6][CH:5]=[CH:4][CH:3]=1.Cl[CH2:9][Si:10]([CH3:15])([O:13][CH3:14])[O:11][CH3:12].N.[Cl-], predict the reaction product. (4) Given the reactants [Cl:1][C:2]1[CH:3]=[C:4]([CH:9]2[C:18]3[C:13](=[CH:14][CH:15]=[CH:16][CH:17]=3)[CH:12](O)[CH2:11][CH2:10]2)[CH:5]=[CH:6][C:7]=1[Cl:8].S(=O)(=O)(O)O.CC(=O)OCC, predict the reaction product. The product is: [Cl:1][C:2]1[CH:3]=[C:4]([CH:9]2[C:18]3[C:13](=[CH:14][CH:15]=[CH:16][CH:17]=3)[CH:12]=[CH:11][CH2:10]2)[CH:5]=[CH:6][C:7]=1[Cl:8]. (5) The product is: [Cl:14][C:11]1[C:12]([CH3:13])=[C:7]([CH:5]2[CH2:4][N:3]([CH:33]3[CH2:34][CH2:35][O:30][CH2:31][CH2:32]3)[CH2:6]2)[C:8]([O:28][CH3:29])=[C:9]([CH:15]([N:17]2[C:21]3=[N:22][CH:23]=[N:24][C:25]([NH2:26])=[C:20]3[C:19]([CH3:27])=[N:18]2)[CH3:16])[CH:10]=1. Given the reactants Cl.Cl.[NH:3]1[CH2:6][CH:5]([C:7]2[C:8]([O:28][CH3:29])=[C:9]([CH:15]([N:17]3[C:21]4=[N:22][CH:23]=[N:24][C:25]([NH2:26])=[C:20]4[C:19]([CH3:27])=[N:18]3)[CH3:16])[CH:10]=[C:11]([Cl:14])[C:12]=2[CH3:13])[CH2:4]1.[O:30]1[CH2:35][CH2:34][C:33](=O)[CH2:32][CH2:31]1.C(N(CC)CC)C.C(O[BH-](OC(=O)C)OC(=O)C)(=O)C.[Na+], predict the reaction product. (6) The product is: [NH2:33][C:32]1[C:31]([NH2:41])=[CH:30][S:29][C:28]=1[C:25]1[CH:24]=[CH:23][C:22]([C:10]2[S:11][CH:12]=[C:13]([NH2:14])[C:9]=2[NH2:8])=[CH:27][CH:26]=1. Given the reactants C(OC([NH:8][C:9]1[C:13]([NH:14]C(OC(C)(C)C)=O)=[CH:12][S:11][C:10]=1[C:22]1[CH:27]=[CH:26][C:25]([C:28]2[S:29][CH:30]=[C:31]([NH:41]C(OC(C)(C)C)=O)[C:32]=2[NH:33]C(=O)OC(C)(C)C)=[CH:24][CH:23]=1)=O)(C)(C)C.FC(F)(F)C(O)=O.C(=O)([O-])[O-].[Na+].[Na+], predict the reaction product.